Dataset: Reaction yield outcomes from USPTO patents with 853,638 reactions. Task: Predict the reaction yield, written as a fraction of the theoretical maximum amount of product (1.0 means a 100% yield; for example, 0.34 means a 34% yield). The reactants are [NH2:1][C:2]1[N:7]=[CH:6][N:5]=[C:4]2[N:8]([CH2:26][C@H:27]3[CH2:31][CH2:30][CH2:29][N:28]3[C:32](=[O:36])[CH2:33][C:34]#[N:35])[N:9]=[C:10]([C:11]3[CH:16]=[CH:15][C:14]([O:17][C:18]4[CH:23]=[CH:22][CH:21]=[C:20]([F:24])[C:19]=4[F:25])=[CH:13][CH:12]=3)[C:3]=12.N1[CH2:42][CH2:41][CH2:40][CH2:39]C1. The catalyst is CO.C1(C=O)CC1. The product is [NH2:1][C:2]1[N:7]=[CH:6][N:5]=[C:4]2[N:8]([CH2:26][C@H:27]3[CH2:31][CH2:30][CH2:29][N:28]3[C:32]([C:33](=[CH:39][CH:40]3[CH2:42][CH2:41]3)[C:34]#[N:35])=[O:36])[N:9]=[C:10]([C:11]3[CH:16]=[CH:15][C:14]([O:17][C:18]4[CH:23]=[CH:22][CH:21]=[C:20]([F:24])[C:19]=4[F:25])=[CH:13][CH:12]=3)[C:3]=12. The yield is 0.250.